Predict the product of the given reaction. From a dataset of Forward reaction prediction with 1.9M reactions from USPTO patents (1976-2016). (1) The product is: [F:1][C:2]([F:7])([F:6])[C:3]([O-:5])=[O:4].[CH3:8][N:9]([CH3:10])[C:11](=[N+:17]([CH3:18])[CH3:16])[N:13]([CH3:15])[CH3:14]. Given the reactants [F:1][C:2]([F:7])([F:6])[C:3]([O-:5])=[O:4].[CH3:8][N:9]([C+:11]([N:13]([CH3:15])[CH3:14])Cl)[CH3:10].[CH3:16][N-:17][CH3:18].[Li+], predict the reaction product. (2) Given the reactants Cl.[CH2:2]([C@@H:9]1[C:18]2[C:13](=[CH:14][C:15]([O:19][CH3:20])=[CH:16][CH:17]=2)[CH2:12][CH2:11][C@@H:10]1[NH2:21])[C:3]1[CH:8]=[CH:7][CH:6]=[CH:5][CH:4]=1.C(N(C(C)C)CC)(C)C.[N:31]([CH2:34][C:35]1[CH:40]=[CH:39][C:38]([O:41][CH2:42][O:43][CH3:44])=[C:37]([O:45][CH3:46])[CH:36]=1)=[C:32]=[S:33], predict the reaction product. The product is: [CH2:2]([CH:9]1[C:18]2[C:13](=[CH:14][C:15]([O:19][CH3:20])=[CH:16][CH:17]=2)[CH2:12][CH2:11][CH:10]1[NH:21][C:32]([NH:31][CH2:34][C:35]1[CH:40]=[CH:39][C:38]([O:41][CH2:42][O:43][CH3:44])=[C:37]([O:45][CH3:46])[CH:36]=1)=[S:33])[C:3]1[CH:4]=[CH:5][CH:6]=[CH:7][CH:8]=1. (3) Given the reactants C[O:2][C:3]1[CH:4]=[C:5]([C:12]([F:15])([F:14])[F:13])[CH:6]=[C:7]([N+:9]([O-:11])=[O:10])[CH:8]=1, predict the reaction product. The product is: [N+:9]([C:7]1[CH:8]=[C:3]([OH:2])[CH:4]=[C:5]([C:12]([F:13])([F:14])[F:15])[CH:6]=1)([O-:11])=[O:10]. (4) Given the reactants COC1C=CC(C[N:8]2[CH:12]=[C:11]([C:13]3[CH:18]=[CH:17][N:16]=[C:15]([NH:19][C:20]4[CH:25]=[C:24]([CH3:26])[CH:23]=[C:22]([C:27]5[S:31][CH:30]=[N:29][CH:28]=5)[N:21]=4)[CH:14]=3)[CH:10]=[N:9]2)=CC=1, predict the reaction product. The product is: [CH3:26][C:24]1[CH:23]=[C:22]([C:27]2[S:31][CH:30]=[N:29][CH:28]=2)[N:21]=[C:20]([NH:19][C:15]2[CH:14]=[C:13]([C:11]3[CH:12]=[N:8][NH:9][CH:10]=3)[CH:18]=[CH:17][N:16]=2)[CH:25]=1. (5) Given the reactants [NH:1]1[CH2:5][CH2:4][C@@H:3]([NH:6][C:7]2[C:8]3[CH:9]=[CH:10][N:11]=[CH:12][C:13]=3[CH:14]=[CH:15][CH:16]=2)[CH2:2]1.[CH:17]([C:19]1[CH:20]=[C:21]([CH:32]=[CH:33][CH:34]=1)[O:22][CH2:23][CH2:24][O:25][C:26]([C:28]1([CH3:31])[CH2:30][CH2:29]1)=[O:27])=O.C(O[BH-](OC(=O)C)OC(=O)C)(=O)C.[Na+], predict the reaction product. The product is: [CH3:31][C:28]1([C:26]([O:25][CH2:24][CH2:23][O:22][C:21]2[CH:32]=[CH:33][CH:34]=[C:19]([CH2:17][N:1]3[CH2:5][CH2:4][C@@H:3]([NH:6][C:7]4[CH:16]=[CH:15][CH:14]=[C:13]5[C:8]=4[CH:9]=[CH:10][N:11]=[CH:12]5)[CH2:2]3)[CH:20]=2)=[O:27])[CH2:30][CH2:29]1.